The task is: Predict the product of the given reaction.. This data is from Forward reaction prediction with 1.9M reactions from USPTO patents (1976-2016). (1) Given the reactants [Br:1][C:2]1[CH:3]=[N:4][NH:5][CH:6]=1.C([O-])([O-])=O.[K+].[K+].Br[CH:14]([CH3:16])[CH3:15], predict the reaction product. The product is: [Br:1][C:2]1[CH:3]=[N:4][N:5]([CH:14]([CH3:16])[CH3:15])[CH:6]=1. (2) The product is: [Br:36][C:37]1[CH:42]=[CH:41][CH:40]=[CH:39][C:38]=1[S:43]([N:14]1[C:15]2[CH:16]=[CH:17][CH:18]=[CH:19][C:20]=2[C:12]2=[CH:11][O:10][C:9]([C:3]3[CH:4]=[CH:5][CH:6]=[CH:7][CH:8]=3)=[C:13]12)(=[O:45])=[O:44]. Given the reactants [H-].[Na+].[C:3]1([C:9]2[O:10][CH:11]=[C:12]3[C:20]4[CH:19]=[CH:18][CH:17]=[CH:16][C:15]=4[NH:14][C:13]=23)[CH:8]=[CH:7][CH:6]=[CH:5][CH:4]=1.C1OCCOCCOCCOCCOC1.[Br:36][C:37]1[CH:42]=[CH:41][CH:40]=[CH:39][C:38]=1[S:43](Cl)(=[O:45])=[O:44], predict the reaction product. (3) The product is: [NH2:15][CH2:14][C:7]1[NH:8][C:9](=[O:13])[C:10]2[C:5]([C:6]=1[C:16]1[CH:21]=[CH:20][CH:19]=[CH:18][CH:17]=1)=[CH:4][C:3]([O:2][CH3:1])=[CH:12][CH:11]=2. Given the reactants [CH3:1][O:2][C:3]1[CH:4]=[C:5]2[C:10](=[CH:11][CH:12]=1)[C:9](=[O:13])[NH:8][C:7]([C:14]#[N:15])=[C:6]2[C:16]1[CH:21]=[CH:20][CH:19]=[CH:18][CH:17]=1.N, predict the reaction product. (4) Given the reactants F[C:2]1[CH:7]=[CH:6][C:5]([NH:8][C:9]([C:11]2[S:12][C:13]([Br:16])=[CH:14][CH:15]=2)=[O:10])=[CH:4][C:3]=1[N+:17]([O-:19])=[O:18].C([O-])([O-])=O.[K+].[K+].[SH:26][C:27]1[CH:32]=[CH:31][C:30]([OH:33])=[CH:29][CH:28]=1, predict the reaction product. The product is: [OH:33][C:30]1[CH:31]=[CH:32][C:27]([S:26][C:2]2[CH:7]=[CH:6][C:5]([NH:8][C:9]([C:11]3[S:12][C:13]([Br:16])=[CH:14][CH:15]=3)=[O:10])=[CH:4][C:3]=2[N+:17]([O-:19])=[O:18])=[CH:28][CH:29]=1. (5) Given the reactants [CH2:1]([NH:3][C:4]1[CH:9]=[C:8]([O:10][CH3:11])[CH:7]=[CH:6][C:5]=1[CH:12]1[CH2:21][CH2:20][C:19]2[CH:18]=[C:17]([O:22]C(=O)C(C)(C)C)[CH:16]=[CH:15][C:14]=2[CH2:13]1)[CH3:2].Cl.[N:30]1([CH2:37][CH2:38][O:39][C:40]2[CH:48]=[CH:47][C:43]([C:44](O)=O)=[CH:42][N:41]=2)[CH2:36][CH2:35][CH2:34][CH2:33][CH2:32][CH2:31]1, predict the reaction product. The product is: [N:30]1([CH2:37][CH2:38][O:39][C:40]2[N:41]=[CH:42][C:43]([CH2:44][N:3]([CH2:1][CH3:2])[C:4]3[CH:9]=[C:8]([O:10][CH3:11])[CH:7]=[CH:6][C:5]=3[CH:12]3[CH2:21][CH2:20][C:19]4[CH:18]=[C:17]([OH:22])[CH:16]=[CH:15][C:14]=4[CH2:13]3)=[CH:47][CH:48]=2)[CH2:36][CH2:35][CH2:34][CH2:33][CH2:32][CH2:31]1. (6) Given the reactants [C:1]([C:4]1[S:5][CH:6]=[CH:7][C:8]=1[NH:9][C:10](=[O:22])[CH2:11][C:12]1[C:21]2[C:16](=[CH:17][CH:18]=[CH:19][CH:20]=2)[CH:15]=[CH:14][CH:13]=1)(=[O:3])[CH3:2].CO[CH:25](OC)[N:26]([CH3:28])[CH3:27], predict the reaction product. The product is: [CH3:25][N:26]([CH3:28])/[CH:27]=[CH:2]/[C:1]([C:4]1[S:5][CH:6]=[CH:7][C:8]=1[NH:9][C:10](=[O:22])[CH2:11][C:12]1[C:21]2[C:16](=[CH:17][CH:18]=[CH:19][CH:20]=2)[CH:15]=[CH:14][CH:13]=1)=[O:3]. (7) Given the reactants [F:1][C:2]1[CH:3]=[C:4]([CH:31]=[CH:32][C:33]=1[NH:34][C:35]([C:37]1([C:40](=[O:48])[NH:41][C:42]2[CH:47]=[CH:46][CH:45]=[CH:44][CH:43]=2)[CH2:39][CH2:38]1)=[O:36])[O:5][C:6]1[CH:11]=[CH:10][N:9]=[C:8]([N:12](C(OC2C=CC=CC=2)=O)[C:13](=O)[O:14]C2C=CC=CC=2)[CH:7]=1.[CH3:49][N:50]([CH3:56])[CH:51]1[CH2:55][CH2:54][NH:53][CH2:52]1, predict the reaction product. The product is: [CH3:49][N:50]([CH3:56])[C@@H:51]1[CH2:55][CH2:54][N:53]([C:13]([NH:12][C:8]2[CH:7]=[C:6]([O:5][C:4]3[CH:31]=[CH:32][C:33]([NH:34][C:35]([C:37]4([C:40]([NH:41][C:42]5[CH:43]=[CH:44][CH:45]=[CH:46][CH:47]=5)=[O:48])[CH2:39][CH2:38]4)=[O:36])=[C:2]([F:1])[CH:3]=3)[CH:11]=[CH:10][N:9]=2)=[O:14])[CH2:52]1.